Dataset: Forward reaction prediction with 1.9M reactions from USPTO patents (1976-2016). Task: Predict the product of the given reaction. (1) Given the reactants [F:1][C:2]1[CH:7]=[CH:6][C:5]([C:8]2[CH:13]=[C:12]([C:14]([F:17])([F:16])[F:15])[CH:11]=[C:10]([CH:18]([O:20][CH2:21][C:22]3([C:28]4[CH:33]=[CH:32][CH:31]=[CH:30][CH:29]=4)[CH2:27][CH2:26][NH:25][CH2:24][CH2:23]3)[CH3:19])[N:9]=2)=[CH:4][CH:3]=1.C=O.[C:36](O[BH-](OC(=O)C)OC(=O)C)(=O)C.[Na+].C(O)(=O)C, predict the reaction product. The product is: [F:1][C:2]1[CH:7]=[CH:6][C:5]([C:8]2[CH:13]=[C:12]([C:14]([F:17])([F:15])[F:16])[CH:11]=[C:10]([CH:18]([O:20][CH2:21][C:22]3([C:28]4[CH:29]=[CH:30][CH:31]=[CH:32][CH:33]=4)[CH2:27][CH2:26][N:25]([CH3:36])[CH2:24][CH2:23]3)[CH3:19])[N:9]=2)=[CH:4][CH:3]=1. (2) The product is: [C:17]([O:16][C:14]([NH:1][C@H:2]([C:11]([OH:13])=[O:12])[CH2:3][C:4]1[CH:5]=[CH:6][C:7]([OH:10])=[CH:8][CH:9]=1)=[O:15])([CH3:20])([CH3:19])[CH3:18]. Given the reactants [NH2:1][C@H:2]([C:11]([OH:13])=[O:12])[CH2:3][C:4]1[CH:9]=[CH:8][C:7]([OH:10])=[CH:6][CH:5]=1.[C:14](O[C:14]([O:16][C:17]([CH3:20])([CH3:19])[CH3:18])=[O:15])([O:16][C:17]([CH3:20])([CH3:19])[CH3:18])=[O:15], predict the reaction product. (3) Given the reactants [CH:1]12[C:7]([CH3:9])([CH3:8])[CH:6]1[CH2:5][CH2:4][C:3]([CH3:10])=[CH:2]2.ClC1C=CC=C(C(OO)=[O:19])C=1, predict the reaction product. The product is: [CH3:8][C:7]1([CH3:9])[CH:1]2[CH:2]3[O:19][C:3]3([CH3:10])[CH2:4][CH2:5][CH:6]12. (4) Given the reactants [Cl:1][C:2]1[CH:3]=[C:4]([CH:26]=[CH:27][C:28]=1[Cl:29])[O:5][CH:6]1[CH2:11][CH2:10][N:9]([C:12]2([CH3:25])[CH2:17][CH2:16][N:15](C(OC(C)(C)C)=O)[CH2:14][CH2:13]2)[CH2:8][CH2:7]1.[ClH:30], predict the reaction product. The product is: [ClH:1].[ClH:30].[Cl:1][C:2]1[CH:3]=[C:4]([CH:26]=[CH:27][C:28]=1[Cl:29])[O:5][CH:6]1[CH2:7][CH2:8][N:9]([C:12]2([CH3:25])[CH2:17][CH2:16][NH:15][CH2:14][CH2:13]2)[CH2:10][CH2:11]1. (5) Given the reactants Cl[C:2]1[C:7]([Cl:8])=[CH:6][C:5]([O:9][CH2:10][F:11])=[CH:4][N:3]=1.O.[CH3:13][N:14](C=O)C, predict the reaction product. The product is: [Cl:8][C:7]1[C:2]([C:13]#[N:14])=[N:3][CH:4]=[C:5]([O:9][CH2:10][F:11])[CH:6]=1.